The task is: Predict the product of the given reaction.. This data is from Forward reaction prediction with 1.9M reactions from USPTO patents (1976-2016). (1) Given the reactants O=S(Cl)Cl.[NH2:5][CH:6]([C:11]1[CH:16]=[CH:15][C:14]([O:17][CH3:18])=[C:13]([O:19][CH3:20])[CH:12]=1)[CH2:7][C:8]([OH:10])=[O:9].[CH3:21]O, predict the reaction product. The product is: [NH2:5][CH:6]([C:11]1[CH:16]=[CH:15][C:14]([O:17][CH3:18])=[C:13]([O:19][CH3:20])[CH:12]=1)[CH2:7][C:8]([O:10][CH3:21])=[O:9]. (2) Given the reactants [CH2:1]([O:5][C:6]1[N:14]=[C:13]2[C:9]([N:10]=[C:11]([O:22][CH3:23])[N:12]2[CH2:15][CH2:16][CH2:17][CH2:18][CH2:19][CH2:20]Cl)=[C:8]([NH2:24])[N:7]=1)[CH2:2][CH2:3][CH3:4].[CH3:25][N:26]1[CH2:31][CH2:30][NH:29][CH2:28][CH2:27]1.C(N(CC)C(C)C)(C)C.[I-].[Na+], predict the reaction product. The product is: [CH2:1]([O:5][C:6]1[N:14]=[C:13]2[C:9]([N:10]=[C:11]([O:22][CH3:23])[N:12]2[CH2:15][CH2:16][CH2:17][CH2:18][CH2:19][CH2:20][N:29]2[CH2:30][CH2:31][N:26]([CH3:25])[CH2:27][CH2:28]2)=[C:8]([NH2:24])[N:7]=1)[CH2:2][CH2:3][CH3:4].